Task: Predict which catalyst facilitates the given reaction.. Dataset: Catalyst prediction with 721,799 reactions and 888 catalyst types from USPTO (1) Reactant: [NH2:1][CH:2]1[CH2:5][N:4]([CH:6]([C:26]2[CH:31]=[CH:30][C:29]([F:32])=[CH:28][CH:27]=2)[C:7]([N:9]([CH2:11][C:12]2[C:21]3[C:16](=[CH:17][CH:18]=[CH:19][CH:20]=3)[CH:15]=[C:14]([C:22]#[N:23])[C:13]=2[O:24][CH3:25])[CH3:10])=[O:8])[CH2:3]1.C(N(CC)CC)C.[C:40](OC(=O)C)(=[O:42])[CH3:41].C(Cl)(Cl)Cl. Product: [C:40]([NH:1][CH:2]1[CH2:3][N:4]([CH:6]([C:26]2[CH:27]=[CH:28][C:29]([F:32])=[CH:30][CH:31]=2)[C:7]([N:9]([CH2:11][C:12]2[C:21]3[C:16](=[CH:17][CH:18]=[CH:19][CH:20]=3)[CH:15]=[C:14]([C:22]#[N:23])[C:13]=2[O:24][CH3:25])[CH3:10])=[O:8])[CH2:5]1)(=[O:42])[CH3:41]. The catalyst class is: 17. (2) Reactant: [Cl:1][C:2]1[CH:27]=[C:26]([C:28]([NH:30][CH2:31][C:32]2[CH:37]=[CH:36][CH:35]=[C:34]([OH:38])[CH:33]=2)=[O:29])[CH:25]=[C:24]([CH3:39])[C:3]=1[C:4]([NH:6][C@H:7]([C:20]([O:22]C)=[O:21])[CH2:8][NH:9][C:10](=[O:19])[C:11]1[CH:16]=[C:15]([OH:17])[CH:14]=[C:13]([OH:18])[CH:12]=1)=[O:5].O.[OH-].[Li+]. The catalyst class is: 193. Product: [Cl:1][C:2]1[CH:27]=[C:26]([C:28]([NH:30][CH2:31][C:32]2[CH:37]=[CH:36][CH:35]=[C:34]([OH:38])[CH:33]=2)=[O:29])[CH:25]=[C:24]([CH3:39])[C:3]=1[C:4]([NH:6][C@H:7]([C:20]([OH:22])=[O:21])[CH2:8][NH:9][C:10](=[O:19])[C:11]1[CH:12]=[C:13]([OH:18])[CH:14]=[C:15]([OH:17])[CH:16]=1)=[O:5]. (3) Reactant: [O:1]=[C:2]([CH:7]1[CH2:12][CH2:11][CH2:10][NH:9][N:8]1[CH2:13][C:14]1[CH:19]=[CH:18][CH:17]=[CH:16][CH:15]=1)[C:3]([O:5]C)=O.[CH3:20][C:21]([Mg]Cl)([CH3:24])[CH2:22][CH3:23].[Cl-].[NH4+]. Product: [CH3:20][C:21]([CH3:24])([CH2:22][CH3:23])[C:3](=[O:5])[C:2]([CH:7]1[CH2:12][CH2:11][CH2:10][NH:9][N:8]1[CH2:13][C:14]1[CH:19]=[CH:18][CH:17]=[CH:16][CH:15]=1)=[O:1]. The catalyst class is: 1. (4) Reactant: [NH:1]1[CH2:4][CH2:3][CH2:2]1.[Cl:5][C:6]1[CH:7]=[N:8][N:9]([C:11]2([C:14]3[NH:31][C:17]4=[N:18][C:19]([N:22]5[CH2:27][CH2:26][CH2:25][C@@H:24]([C:28](O)=[O:29])[CH2:23]5)=[CH:20][CH:21]=[C:16]4[N:15]=3)[CH2:13][CH2:12]2)[CH:10]=1.F[P-](F)(F)(F)(F)F.N1(OC(N(C)C)=[N+](C)C)C2N=CC=CC=2N=N1.C(N(C(C)C)CC)(C)C. Product: [N:1]1([C:28]([C@@H:24]2[CH2:25][CH2:26][CH2:27][N:22]([C:19]3[N:18]=[C:17]4[NH:31][C:14]([C:11]5([N:9]6[CH:10]=[C:6]([Cl:5])[CH:7]=[N:8]6)[CH2:12][CH2:13]5)=[N:15][C:16]4=[CH:21][CH:20]=3)[CH2:23]2)=[O:29])[CH2:4][CH2:3][CH2:2]1. The catalyst class is: 4. (5) Reactant: [CH3:1][O:2][C:3](=[O:34])[NH:4][CH:5]([C:9]([N:11]1[CH:15]([C:16]2[NH:17][CH:18]=[C:19]([C:21]3[CH:26]=[CH:25][C:24](Br)=[CH:23][CH:22]=3)[N:20]=2)[CH2:14][N:13]([C:28]2[CH:33]=[CH:32][CH:31]=[CH:30][CH:29]=2)[CH2:12]1)=[O:10])[CH:6]([CH3:8])[CH3:7].[CH3:35][O:36][C:37](=[O:70])[NH:38][CH:39]([C:43]([N:45]1[CH2:49][CH2:48][CH2:47][CH:46]1[C:50]1[NH:51][CH:52]=[C:53]([C:55]2[CH:60]=[CH:59][C:58](B3OC(C)(C)C(C)(C)O3)=[CH:57][CH:56]=2)[N:54]=1)=[O:44])[CH:40]([CH3:42])[CH3:41].C(=O)([O-])[O-].[K+].[K+].COCCOC. Product: [CH3:1][O:2][C:3](=[O:34])[NH:4][CH:5]([C:9]([N:11]1[CH:15]([C:16]2[NH:20][C:19]([C:21]3[CH:26]=[CH:25][C:24]([C:58]4[CH:59]=[CH:60][C:55]([C:53]5[NH:54][C:50]([CH:46]6[CH2:47][CH2:48][CH2:49][N:45]6[C:43](=[O:44])[CH:39]([NH:38][C:37]([O:36][CH3:35])=[O:70])[CH:40]([CH3:42])[CH3:41])=[N:51][CH:52]=5)=[CH:56][CH:57]=4)=[CH:23][CH:22]=3)=[CH:18][N:17]=2)[CH2:14][N:13]([C:28]2[CH:33]=[CH:32][CH:31]=[CH:30][CH:29]=2)[CH2:12]1)=[O:10])[CH:6]([CH3:8])[CH3:7]. The catalyst class is: 103. (6) Reactant: [F:1][C:2]1[CH:3]=[C:4]([CH:27]=[C:28]([CH3:35])[C:29]=1[NH:30][S:31]([CH3:34])(=[O:33])=[O:32])[CH2:5][NH:6][C:7](=[O:26])[CH:8]=[CH:9][C:10]1[C:11]([N:20]2[CH2:25][CH2:24][O:23][CH2:22][CH2:21]2)=[N:12][C:13]([C:16]([F:19])([F:18])[F:17])=[CH:14][CH:15]=1. Product: [F:1][C:2]1[CH:3]=[C:4]([CH:27]=[C:28]([CH3:35])[C:29]=1[NH:30][S:31]([CH3:34])(=[O:32])=[O:33])[CH2:5][NH:6][C:7](=[O:26])[CH2:8][CH2:9][C:10]1[C:11]([N:20]2[CH2:25][CH2:24][O:23][CH2:22][CH2:21]2)=[N:12][C:13]([C:16]([F:17])([F:18])[F:19])=[CH:14][CH:15]=1. The catalyst class is: 19. (7) Reactant: Cl[CH2:2][C:3]1[CH:4]=[C:5]([CH:30]=[CH:31][CH:32]=1)[C:6]([NH:8][CH2:9][C:10]1[C:11]([NH:23][CH:24]2[CH2:29][CH2:28][O:27][CH2:26][CH2:25]2)=[C:12]2[CH:20]=[N:19][N:18]([CH2:21][CH3:22])[C:13]2=[N:14][C:15]=1[CH2:16][CH3:17])=[O:7].[Br:33][C:34]1[CH:35]=[C:36]([CH2:41][NH:42][CH3:43])[CH:37]=[CH:38][C:39]=1[F:40].CCOC(C)=O. Product: [Br:33][C:34]1[CH:35]=[C:36]([CH2:41][N:42]([CH2:2][C:3]2[CH:4]=[C:5]([CH:30]=[CH:31][CH:32]=2)[C:6]([NH:8][CH2:9][C:10]2[C:11]([NH:23][CH:24]3[CH2:29][CH2:28][O:27][CH2:26][CH2:25]3)=[C:12]3[CH:20]=[N:19][N:18]([CH2:21][CH3:22])[C:13]3=[N:14][C:15]=2[CH2:16][CH3:17])=[O:7])[CH3:43])[CH:37]=[CH:38][C:39]=1[F:40]. The catalyst class is: 3. (8) Reactant: C1COCC1.[C:6]1([C@H:16]([N:18]([CH2:26][CH:27]2[CH:31]([C:32]3[CH:37]=[CH:36][CH:35]=[CH:34][CH:33]=3)[CH2:30][NH:29][CH2:28]2)C(=O)OC(C)(C)C)[CH3:17])[C:15]2[C:10](=[CH:11][CH:12]=[CH:13][CH:14]=2)[CH:9]=[CH:8][CH:7]=1.C(N(CC)CC)C.[C:45]([Cl:51])(=[O:50])[C:46]([CH3:49])([CH3:48])[CH3:47]. Product: [ClH:51].[CH3:47][C:46]([CH3:49])([CH3:48])[C:45]([N:29]1[CH2:30][CH:31]([C:32]2[CH:33]=[CH:34][CH:35]=[CH:36][CH:37]=2)[CH:27]([CH2:26][NH:18][C@@H:16]([C:6]2[C:15]3[C:10](=[CH:11][CH:12]=[CH:13][CH:14]=3)[CH:9]=[CH:8][CH:7]=2)[CH3:17])[CH2:28]1)=[O:50]. The catalyst class is: 6. (9) Reactant: [N:1]1[CH:6]=[CH:5][CH:4]=[C:3]([CH2:7][NH:8][C:9]([C:11]2[S:15][C:14]([C:16]3[NH:17][N:18]=[CH:19][CH:20]=3)=[N:13][C:12]=2[CH3:21])=[O:10])[CH:2]=1.[Cl:22][C:23]1[CH:30]=[CH:29][C:26]([CH2:27]Br)=[CH:25][CH:24]=1.C(=O)([O-])[O-].[K+].[K+]. Product: [N:1]1[CH:6]=[CH:5][CH:4]=[C:3]([CH2:7][NH:8][C:9]([C:11]2[S:15][C:14]([C:16]3[CH:20]=[CH:19][N:18]([CH2:27][C:26]4[CH:29]=[CH:30][C:23]([Cl:22])=[CH:24][CH:25]=4)[N:17]=3)=[N:13][C:12]=2[CH3:21])=[O:10])[CH:2]=1. The catalyst class is: 148. (10) Reactant: [CH3:1][C:2]([O:4][C@H:5]1[C:14]2[C@@:15]3([CH3:30])[C@@H:26]([CH2:27][O:28][CH3:29])[O:25][C:23](=[O:24])[C:17]4=[CH:18][O:19][C:20]([C:21](=[O:22])[C:13]=2[C@@H:8]2[CH2:9][CH2:10][C@H:11]([OH:12])[C@@:7]2([CH3:31])[CH2:6]1)=[C:16]34)=[O:3].[NH:32]([CH2:36][CH2:37][OH:38])[CH2:33][CH2:34][OH:35]. Product: [OH:35][CH2:34][CH2:33][N:32]([CH:18]=[C:17]1[C:16]2[C:15]([CH3:30])([C:14]3[CH:5]([O:4][C:2](=[O:3])[CH3:1])[CH2:6][C:7]4([CH3:31])[CH:8]([C:13]=3[C:21](=[O:22])[C:20]=2[OH:19])[CH2:9][CH2:10][CH:11]4[OH:12])[CH:26]([CH2:27][O:28][CH3:29])[O:25][C:23]1=[O:24])[CH2:36][CH2:37][OH:38]. The catalyst class is: 2.